Dataset: Reaction yield outcomes from USPTO patents with 853,638 reactions. Task: Predict the reaction yield, written as a fraction of the theoretical maximum amount of product (1.0 means a 100% yield; for example, 0.34 means a 34% yield). (1) The reactants are [F:1][C:2]([F:12])([F:11])[C:3]1[CH:7]=[C:6]([C:8]([OH:10])=[O:9])[NH:5][N:4]=1.[C:13](Cl)(C)=O. The catalyst is CO. The product is [F:12][C:2]([F:1])([F:11])[C:3]1[CH:7]=[C:6]([C:8]([O:10][CH3:13])=[O:9])[NH:5][N:4]=1. The yield is 0.930. (2) The reactants are [CH3:1][C:2]1([CH3:17])[CH2:7][CH2:6][CH2:5][CH:4]([O:8][C:9]2[N:14]=[CH:13][C:12]([C:15]#[N:16])=[CH:11][CH:10]=2)[CH2:3]1.B.C1COCC1.Cl. The catalyst is C1COCC1. The product is [NH2:16][CH2:15][C:12]1[CH:13]=[N:14][C:9]([O:8][CH:4]2[CH2:5][CH2:6][CH2:7][C:2]([CH3:17])([CH3:1])[CH2:3]2)=[CH:10][CH:11]=1. The yield is 0.630. (3) The reactants are [OH:1][C:2]1[CH:3]=[C:4]([CH:7]=[CH:8][CH:9]=1)[CH2:5][OH:6].[OH-].[K+].[C:12](OC(=O)C)(=[O:14])[CH3:13]. The catalyst is O. The product is [C:12]([O:1][C:2]1[CH:9]=[CH:8][CH:7]=[C:4]([CH2:5][OH:6])[CH:3]=1)(=[O:14])[CH3:13]. The yield is 0.540. (4) The reactants are [Cl:1][C:2]1[CH:3]=[C:4]([C:8]2[O:12][N:11]=[CH:10][C:9]=2[C:13](OCC)=[O:14])[CH:5]=[CH:6][CH:7]=1.[H-].C([Al+]CC(C)C)C(C)C.Cl. The catalyst is O1CCCC1. The product is [Cl:1][C:2]1[CH:3]=[C:4]([C:8]2[O:12][N:11]=[CH:10][C:9]=2[CH2:13][OH:14])[CH:5]=[CH:6][CH:7]=1. The yield is 0.970. (5) The reactants are C1C2C(COC(=O)[NH:17][C@H:18]([C:39]([OH:41])=[O:40])[CH2:19][CH2:20][CH2:21][CH2:22][N:23]([CH2:32][C:33]3[CH:38]=[CH:37][CH:36]=[CH:35][N:34]=3)[CH2:24][C:25](=[O:31])[O:26][C:27]([CH3:30])([CH3:29])[CH3:28])C3C(=CC=CC=3)C=2C=CC=1.N1CCCCC1. The catalyst is CN(C=O)C. The product is [NH2:17][C@@H:18]([CH2:19][CH2:20][CH2:21][CH2:22][N:23]([CH2:24][C:25]([O:26][C:27]([CH3:30])([CH3:29])[CH3:28])=[O:31])[CH2:32][C:33]1[CH:38]=[CH:37][CH:36]=[CH:35][N:34]=1)[C:39]([OH:41])=[O:40]. The yield is 0.700. (6) The reactants are [NH2:1][C:2]1[CH:10]=[CH:9][C:8]([F:11])=[CH:7][C:3]=1[C:4](O)=[O:5].C(O)(=O)C.[CH:16](N)=[NH:17]. The catalyst is CCO. The product is [F:11][C:8]1[CH:7]=[C:3]2[C:2](=[CH:10][CH:9]=1)[NH:1][CH:16]=[N:17][C:4]2=[O:5]. The yield is 0.920. (7) The reactants are [N:1]1[CH:6]=[CH:5][CH:4]=[CH:3][C:2]=1[NH:7][C:8](=[O:16])OC1C=CC=CC=1.[C:17]([C:21]1[CH:25]=[C:24]([CH2:26][NH2:27])[N:23]([C:28]2[CH:33]=[CH:32][CH:31]=[C:30]([Cl:34])[CH:29]=2)[N:22]=1)([CH3:20])([CH3:19])[CH3:18]. The catalyst is C(#N)C.CN(C1C=CN=CC=1)C. The product is [C:17]([C:21]1[CH:25]=[C:24]([CH2:26][NH:27][C:8]([NH:7][C:2]2[CH:3]=[CH:4][CH:5]=[CH:6][N:1]=2)=[O:16])[N:23]([C:28]2[CH:33]=[CH:32][CH:31]=[C:30]([Cl:34])[CH:29]=2)[N:22]=1)([CH3:20])([CH3:18])[CH3:19]. The yield is 0.490. (8) The reactants are [N:1]1([C:8]2[CH:9]=[CH:10][C:11]3[N:18]4[CH2:19][C@H:14]([CH2:15][CH2:16][CH2:17]4)[N:13]([C:20]([NH:22][C:23]4[CH:28]=[CH:27][N:26]=[CH:25][N:24]=4)=[O:21])[C:12]=3[N:29]=2)[CH2:7][CH2:6][CH2:5][NH:4][CH2:3][CH2:2]1.[CH2:30]=O. The catalyst is CO.[Pd]. The product is [CH3:30][N:4]1[CH2:5][CH2:6][CH2:7][N:1]([C:8]2[CH:9]=[CH:10][C:11]3[N:18]4[CH2:19][C@H:14]([CH2:15][CH2:16][CH2:17]4)[N:13]([C:20]([NH:22][C:23]4[CH:28]=[CH:27][N:26]=[CH:25][N:24]=4)=[O:21])[C:12]=3[N:29]=2)[CH2:2][CH2:3]1. The yield is 0.210. (9) The reactants are [Br:1][C:2]1[CH:16]=[CH:15][C:5]([C:6]([C@H:8]2[CH2:10][C@H:9]2[C:11]([O:13]C)=[O:12])=[O:7])=[CH:4][CH:3]=1.[OH-].[Na+]. The catalyst is CO. The product is [Br:1][C:2]1[CH:3]=[CH:4][C:5]([C:6]([C@@H:8]2[CH2:10][C@H:9]2[C:11]([OH:13])=[O:12])=[O:7])=[CH:15][CH:16]=1. The yield is 0.950.